Dataset: Full USPTO retrosynthesis dataset with 1.9M reactions from patents (1976-2016). Task: Predict the reactants needed to synthesize the given product. Given the product [CH3:11][O:10][C:8]([C:7]1[C:6]([CH3:13])=[CH:5][C:4]([CH3:14])=[C:3]([C:1]2[NH:37][C:16]3[CH2:17][CH2:18][N:19]([C:24]([O:26][C:27]([CH3:30])([CH3:29])[CH3:28])=[O:25])[CH2:20][CH2:21][C:22]=3[N:32]=2)[CH:12]=1)=[O:9], predict the reactants needed to synthesize it. The reactants are: [CH:1]([C:3]1[C:4]([CH3:14])=[CH:5][C:6]([CH3:13])=[C:7]([CH:12]=1)[C:8]([O:10][CH3:11])=[O:9])=O.Br[CH:16]1[C:22](=O)[CH2:21][CH2:20][N:19]([C:24]([O:26][C:27]([CH3:30])([CH3:29])[CH3:28])=[O:25])[CH2:18][CH2:17]1.[OH-].[NH4+:32].C([O-])(=O)C.[NH4+:37].